Task: Predict which catalyst facilitates the given reaction.. Dataset: Catalyst prediction with 721,799 reactions and 888 catalyst types from USPTO (1) Reactant: [O:1]1[C@@H:6]([C:7](Cl)=[O:8])[CH2:5][O:4][C:3]2[CH:10]=[CH:11][CH:12]=[CH:13][C:2]1=2.[N:14]1([C:20]2[CH:29]=[CH:28][CH:27]=[CH:26][C:21]=2[C:22]([O:24][CH3:25])=[O:23])[CH2:19][CH2:18][NH:17][CH2:16][CH2:15]1.C(N(CC)CC)C. Product: [O:1]1[C@@H:6]([C:7]([N:17]2[CH2:16][CH2:15][N:14]([C:20]3[CH:29]=[CH:28][CH:27]=[CH:26][C:21]=3[C:22]([O:24][CH3:25])=[O:23])[CH2:19][CH2:18]2)=[O:8])[CH2:5][O:4][C:3]2[CH:10]=[CH:11][CH:12]=[CH:13][C:2]1=2. The catalyst class is: 2. (2) Reactant: [CH3:1][O:2][C:3]1[CH:11]=[CH:10][CH:9]=[C:8]([O:12][CH3:13])[C:4]=1[C:5](O)=[O:6].Cl.[CH3:15][NH:16][CH3:17].F[B-](F)(F)F.N1(OC(N(C)C)=[N+](C)C)C2C=CC=CC=2N=N1.C(N(C(C)C)CC)(C)C.C([O-])(O)=O.[Na+]. Product: [CH3:1][O:2][C:3]1[CH:11]=[CH:10][CH:9]=[C:8]([O:12][CH3:13])[C:4]=1[C:5]([N:16]([CH3:17])[CH3:15])=[O:6]. The catalyst class is: 39. (3) Reactant: [NH2:1][C:2]1[CH:3]=[C:4]([CH:12]=[CH:13][C:14]=1[N:15]1[CH2:20][CH2:19][N:18]([CH3:21])[CH2:17][CH2:16]1)[C:5]([O:7][C:8]([CH3:11])([CH3:10])[CH3:9])=[O:6].Cl[C:23]([O:25][CH2:26][C:27]1[CH:32]=[CH:31][CH:30]=[CH:29][CH:28]=1)=[O:24]. Product: [CH2:26]([O:25][C:23]([NH:1][C:2]1[CH:3]=[C:4]([CH:12]=[CH:13][C:14]=1[N:15]1[CH2:20][CH2:19][N:18]([CH3:21])[CH2:17][CH2:16]1)[C:5]([O:7][C:8]([CH3:11])([CH3:10])[CH3:9])=[O:6])=[O:24])[C:27]1[CH:32]=[CH:31][CH:30]=[CH:29][CH:28]=1. The catalyst class is: 1. (4) Product: [Cl:1][C:15]1[CH:16]=[N:17][C:18]2[C:13]([C:14]=1[OH:23])=[CH:12][C:11]([O:10][CH3:9])=[C:20]([O:21][CH3:22])[CH:19]=2. The catalyst class is: 15. Reactant: [Cl:1]N1C(=O)CCC1=O.[CH3:9][O:10][C:11]1[CH:12]=[C:13]2[C:18](=[CH:19][C:20]=1[O:21][CH3:22])[N:17]=[CH:16][CH:15]=[C:14]2[OH:23].